This data is from Full USPTO retrosynthesis dataset with 1.9M reactions from patents (1976-2016). The task is: Predict the reactants needed to synthesize the given product. The reactants are: CC(C)[O-:3].[Al+3:5].CC(C)[O-:8].CC(C)[O-:12].CC([OH:17])C.[OH2:18]. Given the product [O-2:3].[O-2:8].[O-2:12].[Al+3:5].[Al+3:5].[OH-:17].[Al+3:5].[OH-:18].[OH-:3], predict the reactants needed to synthesize it.